Dataset: Forward reaction prediction with 1.9M reactions from USPTO patents (1976-2016). Task: Predict the product of the given reaction. (1) The product is: [CH3:22][O:23][C:24]1[C:39]([O:40][CH3:41])=[C:38]([O:42][CH3:43])[CH:37]=[C:36]([CH3:44])[C:25]=1[C:26]([C:28]1[C:29]([O:13][CH3:12])=[CH:30][N:31]=[CH:32][C:33]=1[Cl:34])=[O:27]. Given the reactants CN(C)P(=O)(N(C)C)N(C)C.[CH3:12][O-:13].[Na+].C1(C)C=CC=CC=1.[CH3:22][O:23][C:24]1[C:39]([O:40][CH3:41])=[C:38]([O:42][CH3:43])[CH:37]=[C:36]([CH3:44])[C:25]=1[C:26]([C:28]1[C:33]([Cl:34])=[CH:32][N:31]=[CH:30][C:29]=1Cl)=[O:27], predict the reaction product. (2) Given the reactants [C:1]([O:5][C:6]([N:8]1[C:16]2[C:11](=[N:12][C:13]([C:17]([OH:19])=O)=[CH:14][CH:15]=2)[CH2:10][CH2:9]1)=[O:7])([CH3:4])([CH3:3])[CH3:2].O.ON1C2C=CC=CC=2N=N1.[CH3:31][NH:32][CH3:33], predict the reaction product. The product is: [CH3:31][N:32]([CH3:33])[C:17]([C:13]1[N:12]=[C:11]2[CH2:10][CH2:9][N:8]([C:6]([O:5][C:1]([CH3:2])([CH3:3])[CH3:4])=[O:7])[C:16]2=[CH:15][CH:14]=1)=[O:19]. (3) Given the reactants Br[C:2]1[N:3]=[C:4]([CH2:8][CH2:9][C:10]2[CH:19]=[CH:18][C:17]3[C:12](=[CH:13][CH:14]=[CH:15][CH:16]=3)[N:11]=2)[N:5]([CH3:7])[CH:6]=1.[S:20]1[CH:24]=[CH:23][C:22](B(O)O)=[CH:21]1.C([O-])([O-])=O.[Na+].[Na+], predict the reaction product. The product is: [CH3:7][N:5]1[CH:6]=[C:2]([C:22]2[CH:23]=[CH:24][S:20][CH:21]=2)[N:3]=[C:4]1[CH2:8][CH2:9][C:10]1[CH:19]=[CH:18][C:17]2[C:12](=[CH:13][CH:14]=[CH:15][CH:16]=2)[N:11]=1. (4) Given the reactants Cl[C:2]1[C:11]2[C:6](=[CH:7][CH:8]=[CH:9][CH:10]=2)[C:5]([Cl:12])=[N:4][N:3]=1.[F:13][C:14]1[CH:19]=[CH:18][C:17]([CH2:20][N:21]([CH3:27])[CH:22]2[CH2:26][CH2:25][NH:24][CH2:23]2)=[C:16]([C:28]([F:31])([F:30])[F:29])[CH:15]=1.C(=O)([O-])[O-].[K+].[K+].O, predict the reaction product. The product is: [Cl:12][C:5]1[C:6]2[C:11](=[CH:10][CH:9]=[CH:8][CH:7]=2)[C:2]([N:24]2[CH2:25][CH2:26][CH:22]([N:21]([CH2:20][C:17]3[CH:18]=[CH:19][C:14]([F:13])=[CH:15][C:16]=3[C:28]([F:29])([F:30])[F:31])[CH3:27])[CH2:23]2)=[N:3][N:4]=1. (5) Given the reactants [NH2:1][C:2]([C@@H:4]1[CH2:8][CH2:7][CH2:6][N:5]1[C:9](=[O:38])[CH2:10][C:11]1[C:12]([C:31]2[CH:36]=[CH:35][C:34]([CH3:37])=[CH:33][CH:32]=2)=[C:13]([CH2:22][NH:23]C(=O)OC(C)(C)C)[C:14]([CH2:18][CH:19]([CH3:21])[CH3:20])=[N:15][C:16]=1[CH3:17])=[O:3].O1CCOCC1.[ClH:45], predict the reaction product. The product is: [ClH:45].[ClH:45].[NH2:23][CH2:22][C:13]1[C:12]([C:31]2[CH:36]=[CH:35][C:34]([CH3:37])=[CH:33][CH:32]=2)=[C:11]([CH2:10][C:9]([N:5]2[CH2:6][CH2:7][CH2:8][C@H:4]2[C:2]([NH2:1])=[O:3])=[O:38])[C:16]([CH3:17])=[N:15][C:14]=1[CH2:18][CH:19]([CH3:21])[CH3:20]. (6) Given the reactants [C:1]([O:5][C:6](=[O:26])[NH:7][C:8]1[S:9][C:10]2[CH:16]=[C:15]([CH:17]=[O:18])[CH:14]=[C:13]([C:19]3[CH:24]=[CH:23][CH:22]=[C:21]([Br:25])[CH:20]=3)[C:11]=2[N:12]=1)([CH3:4])([CH3:3])[CH3:2].[F:27][C:28]1[CH:33]=[CH:32][C:31]([Mg]Br)=[CH:30][CH:29]=1.[NH4+].[Cl-], predict the reaction product. The product is: [C:1]([O:5][C:6](=[O:26])[NH:7][C:8]1[S:9][C:10]2[CH:16]=[C:15]([CH:17]([C:31]3[CH:32]=[CH:33][C:28]([F:27])=[CH:29][CH:30]=3)[OH:18])[CH:14]=[C:13]([C:19]3[CH:24]=[CH:23][CH:22]=[C:21]([Br:25])[CH:20]=3)[C:11]=2[N:12]=1)([CH3:4])([CH3:2])[CH3:3].